This data is from Catalyst prediction with 721,799 reactions and 888 catalyst types from USPTO. The task is: Predict which catalyst facilitates the given reaction. (1) Reactant: [N:1]1[C:2]([CH2:10][C:11]#[N:12])=[N:3][N:4]2[CH:9]=[CH:8][CH:7]=[CH:6][C:5]=12.B.C1COCC1. Product: [N:1]1[C:2]([CH2:10][CH2:11][NH2:12])=[N:3][N:4]2[CH:9]=[CH:8][CH:7]=[CH:6][C:5]=12. The catalyst class is: 1. (2) Reactant: [C:1]12([C:11]3[CH:12]=[C:13]([C:19]4[CH:20]=[C:21]5[C:26](=[CH:27][CH:28]=4)[CH:25]=[C:24]([CH:29](O)[C:30]#[N:31])[CH:23]=[CH:22]5)[CH:14]=[CH:15][C:16]=3[O:17][CH3:18])[CH2:10][CH:5]3[CH2:6][CH:7]([CH2:9][CH:3]([CH2:4]3)[CH2:2]1)[CH2:8]2.O=S(Cl)[Cl:35]. Product: [C:1]12([C:11]3[CH:12]=[C:13]([C:19]4[CH:20]=[C:21]5[C:26](=[CH:27][CH:28]=4)[CH:25]=[C:24]([CH:29]([Cl:35])[C:30]#[N:31])[CH:23]=[CH:22]5)[CH:14]=[CH:15][C:16]=3[O:17][CH3:18])[CH2:10][CH:5]3[CH2:6][CH:7]([CH2:9][CH:3]([CH2:4]3)[CH2:2]1)[CH2:8]2. The catalyst class is: 794.